This data is from Catalyst prediction with 721,799 reactions and 888 catalyst types from USPTO. The task is: Predict which catalyst facilitates the given reaction. (1) Reactant: Br[C:2]1[CH:7]=[CH:6][C:5]([N:8]2[C:12]3[CH:13]=[CH:14][CH:15]=[CH:16][C:11]=3[N:10]=[C:9]2[C:17]2[CH:22]=[CH:21][CH:20]=[CH:19][CH:18]=2)=[CH:4][CH:3]=1.[CH:23]1[C:32]2[C:27](=[CH:28][CH:29]=[CH:30][CH:31]=2)[CH:26]=[CH:25][C:24]=1[C:33]1[C:34]2[C:39]([C:40]([C:50]3[CH:59]=[CH:58][C:57]4[C:52](=[CH:53][CH:54]=[CH:55][CH:56]=4)[CH:51]=3)=[C:41]3[C:46]=1[CH:45]=[C:44](B(O)O)[CH:43]=[CH:42]3)=[CH:38][CH:37]=[CH:36][CH:35]=2.C(=O)([O-])[O-].[Na+].[Na+]. Product: [CH:23]1[C:32]2[C:27](=[CH:28][CH:29]=[CH:30][CH:31]=2)[CH:26]=[CH:25][C:24]=1[C:33]1[C:34]2[C:39]([C:40]([C:50]3[CH:59]=[CH:58][C:57]4[C:52](=[CH:53][CH:54]=[CH:55][CH:56]=4)[CH:51]=3)=[C:41]3[C:46]=1[CH:45]=[C:44]([C:2]1[CH:3]=[CH:4][C:5]([N:8]4[C:12]5[CH:13]=[CH:14][CH:15]=[CH:16][C:11]=5[N:10]=[C:9]4[C:17]4[CH:22]=[CH:21][CH:20]=[CH:19][CH:18]=4)=[CH:6][CH:7]=1)[CH:43]=[CH:42]3)=[CH:38][CH:37]=[CH:36][CH:35]=2. The catalyst class is: 276. (2) Reactant: [CH3:1][O:2][C:3]1[CH:4]=[C:5]2[C:10](=[CH:11][C:12]=1[O:13][CH3:14])[N:9]=[CH:8][N:7]=[C:6]2[CH:15]1[CH2:20][CH2:19][N:18]([C:21](Cl)=[O:22])[CH2:17][CH2:16]1.[CH3:24][O:25][CH2:26][CH2:27][O:28][C:29]1[CH:34]=[CH:33][C:32]([NH2:35])=[CH:31][CH:30]=1.C(N(CC)CC)C. Product: [CH3:24][O:25][CH2:26][CH2:27][O:28][C:29]1[CH:34]=[CH:33][C:32]([NH:35][C:21]([N:18]2[CH2:19][CH2:20][CH:15]([C:6]3[C:5]4[C:10](=[CH:11][C:12]([O:13][CH3:14])=[C:3]([O:2][CH3:1])[CH:4]=4)[N:9]=[CH:8][N:7]=3)[CH2:16][CH2:17]2)=[O:22])=[CH:31][CH:30]=1. The catalyst class is: 16. (3) Reactant: [Cl:1][C:2]1[CH:3]=[C:4]([NH:8][C:9]2[C:10]3[CH:20]=[CH:19][CH:18]=[C:17]([C:21]4[CH:26]=[CH:25][N:24]=[C:23]([CH3:27])[CH:22]=4)[C:11]=3[S:12][C:13]=2[N+:14]([O-])=O)[CH:5]=[CH:6][CH:7]=1.[H][H]. Product: [Cl:1][C:2]1[CH:3]=[C:4]([NH:8][C:9]2[C:10]3[CH:20]=[CH:19][CH:18]=[C:17]([C:21]4[CH:26]=[CH:25][N:24]=[C:23]([CH3:27])[CH:22]=4)[C:11]=3[S:12][C:13]=2[NH2:14])[CH:5]=[CH:6][CH:7]=1. The catalyst class is: 19. (4) Reactant: [NH2:1][C:2]1[CH:7]=[N:6][CH:5]=[C:4]([Cl:8])[N:3]=1.[CH3:9][C:10]1[CH:11]=[C:12]([CH:16]=[CH:17][CH:18]=1)[C:13](Cl)=[O:14]. Product: [Cl:8][C:4]1[N:3]=[C:2]([NH:1][C:13](=[O:14])[C:12]2[CH:16]=[CH:17][CH:18]=[C:10]([CH3:9])[CH:11]=2)[CH:7]=[N:6][CH:5]=1. The catalyst class is: 17. (5) Reactant: [NH2:1][CH2:2][C:3]1([NH2:8])[CH2:7][CH2:6][CH2:5][CH2:4]1.[NH2:9][C:10]1[C:11]([C:18]([NH:20][C:21](=N)SC)=[O:19])=[N:12][C:13]([Cl:17])=[C:14]([NH2:16])[N:15]=1. Product: [NH:8]1[C:3]2([CH2:7][CH2:6][CH2:5][CH2:4]2)[CH2:2][NH:1]/[C:21]/1=[N:20]/[C:18]([C:11]1[C:10]([NH2:9])=[N:15][C:14]([NH2:16])=[C:13]([Cl:17])[N:12]=1)=[O:19]. The catalyst class is: 41. (6) Reactant: [Cl:1][C:2]1[N:7]=[C:6](Cl)[C:5]([C:9]#[C:10][Si:11]([CH3:14])([CH3:13])[CH3:12])=[CH:4][N:3]=1.[CH:15]1([C:18]2[NH:22][N:21]=[C:20]([NH2:23])[CH:19]=2)[CH2:17][CH2:16]1. Product: [Cl:1][C:2]1[N:7]=[C:6]([NH:23][C:20]2[CH:19]=[C:18]([CH:15]3[CH2:17][CH2:16]3)[NH:22][N:21]=2)[C:5]([C:9]#[C:10][Si:11]([CH3:14])([CH3:13])[CH3:12])=[CH:4][N:3]=1. The catalyst class is: 14. (7) Reactant: [OH:1][C:2]([CH:4]([C:6]1[CH:15]=[CH:14][C:9]([CH2:10][CH:11]([CH3:13])[CH3:12])=[CH:8][CH:7]=1)[CH3:5])=[O:3].[OH-].[Na+:17]. Product: [CH2:10]([C:9]1[CH:8]=[CH:7][C:6]([CH:4]([CH3:5])[C:2]([O-:3])=[O:1])=[CH:15][CH:14]=1)[CH:11]([CH3:13])[CH3:12].[Na+:17]. The catalyst class is: 6. (8) Reactant: C(OC(=O)[NH:7][C:8]1[CH:13]=[C:12]([N:14]([CH:16]([CH3:18])[CH3:17])[CH3:15])[C:11]([C:19]#[N:20])=[CH:10][C:9]=1[NH:21][C:22](=[O:38])[CH2:23][C:24]([C:26]1[CH:31]=[CH:30][CH:29]=[C:28]([C:32]2[O:36][N:35]=[C:34]([CH3:37])[CH:33]=2)[CH:27]=1)=O)(C)(C)C.C(O)(C(F)(F)F)=O. Product: [CH:16]([N:14]([CH3:15])[C:12]1[C:11]([C:19]#[N:20])=[CH:10][C:9]2[NH:21][C:22](=[O:38])[CH2:23][C:24]([C:26]3[CH:31]=[CH:30][CH:29]=[C:28]([C:32]4[O:36][N:35]=[C:34]([CH3:37])[CH:33]=4)[CH:27]=3)=[N:7][C:8]=2[CH:13]=1)([CH3:18])[CH3:17]. The catalyst class is: 2. (9) Reactant: [CH:1](=[N:8][C:9]1[CH:14]=[CH:13][CH:12]=[CH:11][CH:10]=1)[C:2]1[CH:7]=[CH:6][CH:5]=[CH:4][CH:3]=1.C1COCC1.CO.[C:22]([C:24]1[N:25]=[C:26]([NH2:38])[C:27]2[N:28]([N:30]=[C:31]([C:33]3[O:34][CH:35]=[CH:36][CH:37]=3)[N:32]=2)[CH:29]=1)#[CH:23]. Product: [O:34]1[CH:35]=[CH:36][CH:37]=[C:33]1[C:31]1[N:32]=[C:27]2[C:26]([NH2:38])=[N:25][C:24]([C:22]#[C:23][CH:1]([C:2]3[CH:7]=[CH:6][CH:5]=[CH:4][CH:3]=3)[NH:8][C:9]3[CH:14]=[CH:13][CH:12]=[CH:11][CH:10]=3)=[CH:29][N:28]2[N:30]=1. The catalyst class is: 6. (10) Reactant: [CH3:1][O:2][CH2:3][C:4]1[CH:5]=[CH:6][C:7]([O:12][C:13]([F:16])([F:15])[F:14])=[C:8]([CH:11]=1)[CH:9]=O.C(O)C.Cl.[NH2:21][OH:22]. Product: [CH3:1][O:2][CH2:3][C:4]1[CH:5]=[CH:6][C:7]([O:12][C:13]([F:16])([F:15])[F:14])=[C:8]([CH:11]=1)[CH:9]=[N:21][OH:22]. The catalyst class is: 6.